From a dataset of Catalyst prediction with 721,799 reactions and 888 catalyst types from USPTO. Predict which catalyst facilitates the given reaction. (1) Reactant: [Cl:1][C:2]1[CH:7]=[C:6]([C:8]2[C:16]3[C:11](=[N:12][CH:13]=[CH:14][CH:15]=3)[N:10](S(C3C=CC=CC=3)(=O)=[O:18])[CH:9]=2)[N:5]=[C:4]([NH:26][CH:27]2[CH2:32][CH2:31][CH2:30][CH:29]([NH2:33])[CH2:28]2)[N:3]=1.[CH:34]1([C:37](Cl)=[O:38])[CH2:36][CH2:35]1.CCN(C(C)C)C(C)C. Product: [C:37]([O-:38])(=[O:18])[CH3:34].[NH4+:3].[Cl:1][C:2]1[CH:7]=[C:6]([C:8]2[C:16]3[C:11](=[N:12][CH:13]=[CH:14][CH:15]=3)[NH:10][CH:9]=2)[N:5]=[C:4]([NH:26][CH:27]2[CH2:32][CH2:31][CH2:30][CH:29]([NH:33][C:37]([CH:34]3[CH2:36][CH2:35]3)=[O:38])[CH2:28]2)[N:3]=1. The catalyst class is: 20. (2) Reactant: [CH3:1][CH:2]([N:4]1[C:12](/[CH:13]=[CH:14]/[C@H:15]([OH:24])[CH2:16][C@H:17]([OH:23])[CH2:18][C:19]([O:21]C)=[O:20])=[C:11]([C:25]2[CH:30]=[CH:29][C:28]([F:31])=[CH:27][CH:26]=2)[C:10]2[C:5]1=[CH:6][CH:7]=[CH:8][CH:9]=2)[CH3:3].[OH-].[Na+:33].CC(OC)(C)C. Product: [CH3:3][CH:2]([N:4]1[C:12](/[CH:13]=[CH:14]/[CH:15]([OH:24])[CH2:16][CH:17]([OH:23])[CH2:18][C:19]([O-:21])=[O:20])=[C:11]([C:25]2[CH:26]=[CH:27][C:28]([F:31])=[CH:29][CH:30]=2)[C:10]2[CH:9]=[CH:8][CH:7]=[CH:6][C:5]1=2)[CH3:1].[Na+:33]. The catalyst class is: 666.